Task: Predict the reaction yield, written as a fraction of the theoretical maximum amount of product (1.0 means a 100% yield; for example, 0.34 means a 34% yield).. Dataset: Reaction yield outcomes from USPTO patents with 853,638 reactions (1) The yield is 0.820. The reactants are [CH2:1]([O:3][C:4]([C:6]1[N:7]=[C:8]([N:11]2[CH2:14][CH:13]([OH:15])[CH2:12]2)[S:9][CH:10]=1)=[O:5])[CH3:2].[CH3:16][S:17](Cl)(=[O:19])=[O:18].C(N(CC)CC)C.C(O)C. The product is [CH2:1]([O:3][C:4]([C:6]1[N:7]=[C:8]([N:11]2[CH2:12][CH:13]([O:15][S:17]([CH3:16])(=[O:19])=[O:18])[CH2:14]2)[S:9][CH:10]=1)=[O:5])[CH3:2]. The catalyst is C(Cl)Cl. (2) The reactants are [Cl:1][C:2]1[CH:10]=[C:9]2[C:5]([C:6]([C:11](=[O:16])[C:12]([F:15])([F:14])[F:13])=[CH:7][NH:8]2)=[CH:4][CH:3]=1.[H-].[Na+].[CH3:19][O:20][C:21](=[O:24])[CH2:22]Br. The catalyst is CN(C=O)C. The product is [CH3:19][O:20][C:21](=[O:24])[CH2:22][N:8]1[C:9]2[C:5](=[CH:4][CH:3]=[C:2]([Cl:1])[CH:10]=2)[C:6]([C:11](=[O:16])[C:12]([F:13])([F:14])[F:15])=[CH:7]1. The yield is 0.800. (3) The reactants are [CH2:1]([O:3][P:4]([CH:9]([C:35]#[N:36])[CH2:10][C:11]([CH3:34])=[CH:12][CH2:13][C:14]1[C:15]([O:27]CC[Si](C)(C)C)=[C:16]2[C:20](=[C:21]([CH3:25])[C:22]=1[O:23][CH3:24])[CH2:19][O:18][C:17]2=[O:26])(=[O:8])[O:5][CH2:6][CH3:7])[CH3:2]. The catalyst is C(O)(C(F)(F)F)=O.C(Cl)Cl. The product is [CH2:1]([O:3][P:4]([CH:9]([C:35]#[N:36])[CH2:10][C:11]([CH3:34])=[CH:12][CH2:13][C:14]1[C:15]([OH:27])=[C:16]2[C:20](=[C:21]([CH3:25])[C:22]=1[O:23][CH3:24])[CH2:19][O:18][C:17]2=[O:26])(=[O:8])[O:5][CH2:6][CH3:7])[CH3:2]. The yield is 0.800. (4) The reactants are [F:1][C:2]1[CH:3]=[C:4]([NH:13][S:14]([C:17]2[CH:25]=[CH:24][C:20]([C:21]([OH:23])=O)=[CH:19][CH:18]=2)(=[O:16])=[O:15])[CH:5]=[C:6]([F:12])[C:7]=1[C:8]([O:10]C)=[O:9].CN(C(ON1N=NC2C=CC=NC1=2)=[N+](C)C)C.F[P-](F)(F)(F)(F)F.[O:50]1[CH2:55][CH2:54][CH:53]([CH2:56][NH2:57])[CH2:52][CH2:51]1.CCN(C(C)C)C(C)C. The catalyst is O.ClCCl. The product is [F:1][C:2]1[CH:3]=[C:4]([NH:13][S:14]([C:17]2[CH:25]=[CH:24][C:20]([C:21]([NH:57][CH2:56][CH:53]3[CH2:54][CH2:55][O:50][CH2:51][CH2:52]3)=[O:23])=[CH:19][CH:18]=2)(=[O:16])=[O:15])[CH:5]=[C:6]([F:12])[C:7]=1[C:8]([OH:10])=[O:9]. The yield is 0.570. (5) The yield is 0.770. The product is [F:1][C:2]1[CH:9]=[CH:8][C:7]([CH2:10][C:11]2[C:19]3[C:14](=[CH:15][CH:16]=[CH:17][CH:18]=3)[C:13](=[O:12])[NH:25][N:24]=2)=[CH:6][C:3]=1[C:4]([OH:23])=[O:21]. The reactants are [F:1][C:2]1[CH:9]=[CH:8][C:7]([CH:10]=[C:11]2[C:19]3[C:14](=[CH:15][CH:16]=[CH:17][CH:18]=3)[C:13](=O)[O:12]2)=[CH:6][C:3]=1[C:4]#N.[OH-:21].[Na+].[OH2:23].[NH2:24][NH2:25].Cl. The catalyst is O. (6) The reactants are [CH3:1][C:2](C)([O-:4])C.[K+].[C:7]([Si:11]([CH3:39])([CH3:38])[O:12][CH2:13][CH2:14][C:15]1([C@@H:20]2[C@:28]3([CH3:29])[C@H:23]([C@@H:24]([O:30][Si:31]([C:34]([CH3:37])([CH3:36])[CH3:35])([CH3:33])[CH3:32])[CH2:25][CH2:26][CH2:27]3)[CH2:22][CH2:21]2)[CH2:17]C1C=O)([CH3:10])([CH3:9])[CH3:8].[O:40]1[CH2:44][CH2:43][CH2:42][CH2:41]1. The catalyst is C1(C)C=CC=CC=1. The product is [CH2:2]([O:4][C:44](=[O:40])[CH:43]=[CH:42][CH:41]1[CH2:17][C:15]1([CH2:14][CH2:13][O:12][Si:11]([C:7]([CH3:8])([CH3:9])[CH3:10])([CH3:38])[CH3:39])[C@@H:20]1[C@:28]2([CH3:29])[C@H:23]([C@@H:24]([O:30][Si:31]([C:34]([CH3:36])([CH3:37])[CH3:35])([CH3:33])[CH3:32])[CH2:25][CH2:26][CH2:27]2)[CH2:22][CH2:21]1)[CH3:1]. The yield is 0.880. (7) The reactants are [C:1]([C:5]1[CH:6]=[C:7]2[C:12](=[O:13])[O:11][C:9](=[O:10])[C:8]2=[CH:14][CH:15]=1)([CH3:4])([CH3:3])[CH3:2].[C:16]([C:20]1[CH:25]=[CH:24][CH:23]=[CH:22][CH:21]=1)([CH3:19])([CH3:18])[CH3:17].[Cl-].[Al+3].[Cl-].[Cl-].Cl. The catalyst is ClC(Cl)C. The product is [C:1]([C:5]1[CH:15]=[CH:14][C:8]([C:9]([OH:11])=[O:10])=[C:7]([C:12](=[O:13])[C:23]2[CH:24]=[CH:25][C:20]([C:16]([CH3:19])([CH3:18])[CH3:17])=[CH:21][CH:22]=2)[CH:6]=1)([CH3:4])([CH3:3])[CH3:2]. The yield is 0.540. (8) The reactants are [Br:1][C:2]1[CH:7]=[CH:6][CH:5]=[CH:4][C:3]=1I.C([Mg]Cl)(C)C.[CH3:14][C:15]1[CH:16]=[C:17]([P:24]([C:26]2[CH:31]=[C:30]([CH3:32])[C:29]([O:33][CH3:34])=[C:28]([CH3:35])[CH:27]=2)Cl)[CH:18]=[C:19]([CH3:23])[C:20]=1[O:21][CH3:22]. The catalyst is C1COCC1.CC(OC)(C)C. The product is [Br:1][C:2]1[CH:7]=[CH:6][CH:5]=[CH:4][C:3]=1[P:24]([C:26]1[CH:31]=[C:30]([CH3:32])[C:29]([O:33][CH3:34])=[C:28]([CH3:35])[CH:27]=1)[C:17]1[CH:16]=[C:15]([CH3:14])[C:20]([O:21][CH3:22])=[C:19]([CH3:23])[CH:18]=1. The yield is 0.760. (9) The reactants are Cl[C:2]1[CH:7]=[CH:6][N:5]=[C:4]2[NH:8][CH:9]=[CH:10][C:3]=12.[CH3:11][N:12](C)C(=O)C. The catalyst is [C-]#N.[Zn+2].[C-]#N.[Zn].C1C=CC(/C=C/C(/C=C/C2C=CC=CC=2)=O)=CC=1.C1C=CC(/C=C/C(/C=C/C2C=CC=CC=2)=O)=CC=1.C1C=CC(/C=C/C(/C=C/C2C=CC=CC=2)=O)=CC=1.[Pd].[Pd].C1(P(C2C=CC=CC=2)[C-]2C=CC=C2)C=CC=CC=1.[C-]1(P(C2C=CC=CC=2)C2C=CC=CC=2)C=CC=C1.[Fe+2]. The product is [NH:8]1[C:4]2[N:5]=[CH:6][CH:7]=[C:2]([C:11]#[N:12])[C:3]=2[CH:10]=[CH:9]1. The yield is 0.910.